The task is: Predict the product of the given reaction.. This data is from Forward reaction prediction with 1.9M reactions from USPTO patents (1976-2016). (1) Given the reactants [Cl:1][C:2]1[C:3]([N:8]2[C:12]([C:13]3[O:26][C:25](=[O:27])[C:24]4[C:23]5[C:18](=[N:19][CH:20]=[CH:21][CH:22]=5)[CH:17]=[CH:16][C:15]=4[N:14]=3)=[CH:11][C:10]([C:28]([F:31])([F:30])[F:29])=[N:9]2)=[N:4][CH:5]=[CH:6][CH:7]=1.[C:32](#[N:34])C.O.CN, predict the reaction product. The product is: [CH3:32][NH:34][C:25]([C:24]1[C:23]2[CH:22]=[CH:21][CH:20]=[N:19][C:18]=2[CH:17]=[CH:16][C:15]=1[NH:14][C:13]([C:12]1[N:8]([C:3]2[C:2]([Cl:1])=[CH:7][CH:6]=[CH:5][N:4]=2)[N:9]=[C:10]([C:28]([F:30])([F:31])[F:29])[CH:11]=1)=[O:26])=[O:27]. (2) Given the reactants [CH3:1][O:2][C:3]1[CH:4]=[C:5]([CH2:19][C:20]#[N:21])[CH:6]=[CH:7][C:8]=1[O:9][CH2:10][C:11]#[C:12][C:13]1[CH:18]=[CH:17][CH:16]=[CH:15][CH:14]=1.N, predict the reaction product. The product is: [CH3:1][O:2][C:3]1[CH:4]=[C:5]([CH2:19][CH2:20][NH2:21])[CH:6]=[CH:7][C:8]=1[O:9][CH2:10][CH2:11][CH2:12][C:13]1[CH:18]=[CH:17][CH:16]=[CH:15][CH:14]=1. (3) Given the reactants [CH3:1][O:2][C:3]([C:5]1([C:8]([O:10]C)=[O:9])[CH2:7][CH2:6]1)=[O:4].[OH-].[Na+], predict the reaction product. The product is: [CH3:1][O:2][C:3]([C:5]1([C:8]([OH:10])=[O:9])[CH2:7][CH2:6]1)=[O:4].